This data is from Forward reaction prediction with 1.9M reactions from USPTO patents (1976-2016). The task is: Predict the product of the given reaction. Given the reactants Br[C:2]1[CH:3]=[CH:4][CH:5]=[C:6]2[C:10]=1[NH:9][C:8]([C:11]([O:13][CH2:14][CH3:15])=[O:12])=[C:7]2[CH2:16][CH2:17][CH2:18][O:19][C:20]1[CH:25]=[C:24]([CH3:26])[C:23]([Cl:27])=[C:22]([CH3:28])[CH:21]=1.[O:29]1[CH:33]=[CH:32][CH:31]=[C:30]1B(O)O.[F-].[Cs+], predict the reaction product. The product is: [Cl:27][C:23]1[C:24]([CH3:26])=[CH:25][C:20]([O:19][CH2:18][CH2:17][CH2:16][C:7]2[C:6]3[C:10](=[C:2]([C:30]4[O:29][CH:33]=[CH:32][CH:31]=4)[CH:3]=[CH:4][CH:5]=3)[NH:9][C:8]=2[C:11]([O:13][CH2:14][CH3:15])=[O:12])=[CH:21][C:22]=1[CH3:28].